Dataset: Catalyst prediction with 721,799 reactions and 888 catalyst types from USPTO. Task: Predict which catalyst facilitates the given reaction. The catalyst class is: 9. Reactant: [CH3:1][C:2]1[C:11]2[C:6](=[CH:7][C:8]([CH3:12])=[CH:9][CH:10]=2)[C:5]([N:13]2[C:17]([CH3:18])=[N:16][N:15]=[C:14]2[SH:19])=[CH:4][CH:3]=1.[Cl:20][C:21]1[CH:26]=[C:25]([S:27](=[O:30])(=[O:29])[NH2:28])[CH:24]=[CH:23][C:22]=1[NH:31][C:32](=[O:35])[CH2:33]Cl.C(=O)([O-])[O-].[K+].[K+].O. Product: [Cl:20][C:21]1[CH:26]=[C:25]([S:27](=[O:30])(=[O:29])[NH2:28])[CH:24]=[CH:23][C:22]=1[NH:31][C:32](=[O:35])[CH2:33][S:19][C:14]1[N:13]([C:5]2[C:6]3[C:11](=[CH:10][CH:9]=[C:8]([CH3:12])[CH:7]=3)[C:2]([CH3:1])=[CH:3][CH:4]=2)[C:17]([CH3:18])=[N:16][N:15]=1.